This data is from Peptide-MHC class II binding affinity with 134,281 pairs from IEDB. The task is: Regression. Given a peptide amino acid sequence and an MHC pseudo amino acid sequence, predict their binding affinity value. This is MHC class II binding data. (1) The peptide sequence is KPTAAGPKDNGGACG. The MHC is HLA-DQA10104-DQB10503 with pseudo-sequence HLA-DQA10104-DQB10503. The binding affinity (normalized) is 0. (2) The peptide sequence is QDKFLANVSTVLTGK. The MHC is DRB1_1101 with pseudo-sequence DRB1_1101. The binding affinity (normalized) is 0.579. (3) The peptide sequence is ALWNLHGQALFLGIVL. The MHC is DRB5_0101 with pseudo-sequence DRB5_0101. The binding affinity (normalized) is 0.270. (4) The peptide sequence is QTYYLSMEYLQGRAL. The MHC is DRB1_1302 with pseudo-sequence DRB1_1302. The binding affinity (normalized) is 0.370.